Dataset: Peptide-MHC class I binding affinity with 185,985 pairs from IEDB/IMGT. Task: Regression. Given a peptide amino acid sequence and an MHC pseudo amino acid sequence, predict their binding affinity value. This is MHC class I binding data. (1) The peptide sequence is ERLKVFLPN. The MHC is HLA-A24:02 with pseudo-sequence HLA-A24:02. The binding affinity (normalized) is 0. (2) The peptide sequence is VEITPYKPTW. The MHC is HLA-B40:02 with pseudo-sequence HLA-B40:02. The binding affinity (normalized) is 0.169. (3) The peptide sequence is RVRDNMTKKM. The MHC is Mamu-A02 with pseudo-sequence Mamu-A02. The binding affinity (normalized) is 0.801. (4) The peptide sequence is RTNGASYAY. The MHC is HLA-A29:02 with pseudo-sequence HLA-A29:02. The binding affinity (normalized) is 1.00. (5) The peptide sequence is NIRLTDTEYR. The MHC is HLA-A11:01 with pseudo-sequence HLA-A11:01. The binding affinity (normalized) is 0.0970.